This data is from Catalyst prediction with 721,799 reactions and 888 catalyst types from USPTO. The task is: Predict which catalyst facilitates the given reaction. (1) Reactant: [CH:1]1([CH2:7][C@H:8]([CH2:12][C:13]([NH:15][CH2:16][CH2:17][NH:18][C:19]2[CH:24]=[CH:23][C:22]([F:25])=[CH:21][CH:20]=2)=[O:14])[C:9]([OH:11])=O)[CH2:6][CH2:5][CH2:4][CH2:3][CH2:2]1.[NH:26]1[CH2:31][CH2:30][O:29][CH2:28][CH2:27]1.CN(C(ON1N=NC2C=CC=NC1=2)=[N+](C)C)C.F[P-](F)(F)(F)(F)F.C(N(C(C)C)CC)(C)C. Product: [CH:1]1([CH2:7][C@@H:8]([C:9]([N:26]2[CH2:31][CH2:30][O:29][CH2:28][CH2:27]2)=[O:11])[CH2:12][C:13]([NH:15][CH2:16][CH2:17][NH:18][C:19]2[CH:24]=[CH:23][C:22]([F:25])=[CH:21][CH:20]=2)=[O:14])[CH2:2][CH2:3][CH2:4][CH2:5][CH2:6]1. The catalyst class is: 4. (2) Reactant: [C:9](O[C:9]([O:11][C:12]([CH3:15])([CH3:14])[CH3:13])=[O:10])([O:11][C:12]([CH3:15])([CH3:14])[CH3:13])=[O:10].[F:16][C:17]1[CH:22]=[CH:21][C:20]([Mg]Br)=[CH:19][C:18]=1[CH3:25]. Product: [F:16][C:17]1[CH:22]=[CH:21][C:20]([C:9]([O:11][C:12]([CH3:13])([CH3:14])[CH3:15])=[O:10])=[CH:19][C:18]=1[CH3:25]. The catalyst class is: 1. (3) The catalyst class is: 1. Reactant: [NH3:1].[CH3:2][N:3]([CH3:10])[CH2:4][CH2:5][S:6](Cl)(=[O:8])=[O:7]. Product: [CH3:2][N:3]([CH3:10])[CH2:4][CH2:5][S:6]([NH2:1])(=[O:8])=[O:7]. (4) Reactant: Cl[C:2]1[N:7]=[C:6]([C:8]2[N:12]3[CH:13]=[CH:14][CH:15]=[CH:16][C:11]3=[N:10][C:9]=2[C:17]2[CH:18]=[CH:19][C:20]([O:34][CH3:35])=[C:21]([CH:33]=2)[C:22]([NH:24][C:25]2[C:30]([F:31])=[CH:29][CH:28]=[CH:27][C:26]=2[F:32])=[O:23])[CH:5]=[CH:4][N:3]=1.[CH3:36][C:37]1[C:38]([N:46]2[CH2:51][CH2:50][N:49]([CH2:52][CH2:53][O:54][CH3:55])[CH2:48][CH2:47]2)=[CH:39][C:40]([O:44][CH3:45])=[C:41]([CH:43]=1)[NH2:42].C1(C)C=CC(S(O)(=O)=O)=CC=1.C(O)C(F)(F)F.N. Product: [F:32][C:26]1[CH:27]=[CH:28][CH:29]=[C:30]([F:31])[C:25]=1[NH:24][C:22](=[O:23])[C:21]1[CH:33]=[C:17]([C:9]2[N:10]=[C:11]3[CH:16]=[CH:15][CH:14]=[CH:13][N:12]3[C:8]=2[C:6]2[CH:5]=[CH:4][N:3]=[C:2]([NH:42][C:41]3[CH:43]=[C:37]([CH3:36])[C:38]([N:46]4[CH2:47][CH2:48][N:49]([CH2:52][CH2:53][O:54][CH3:55])[CH2:50][CH2:51]4)=[CH:39][C:40]=3[O:44][CH3:45])[N:7]=2)[CH:18]=[CH:19][C:20]=1[O:34][CH3:35]. The catalyst class is: 100. (5) Reactant: [CH3:1][N:2]1[C:10]2[C:5](=[CH:6][C:7]([N+:11]([O-])=O)=[CH:8][CH:9]=2)[C:4]([CH3:15])([CH3:14])[C:3]1=[O:16].[H][H]. Product: [NH2:11][C:7]1[CH:6]=[C:5]2[C:10](=[CH:9][CH:8]=1)[N:2]([CH3:1])[C:3](=[O:16])[C:4]2([CH3:15])[CH3:14]. The catalyst class is: 29. (6) Reactant: [F:1][C:2]1[CH:3]=[C:4]2[C:8](=[CH:9][CH:10]=1)[NH:7][CH:6]=[C:5]2[CH2:11][CH2:12][CH2:13][NH:14][CH:15]1[CH2:27][O:26][C:25]2[CH:24]=[CH:23][C:22]3[CH2:21][NH:20][C:19](=[O:28])[C:18]=3[C:17]=2[CH2:16]1.[CH3:29]CN(C(C)C)C(C)C. Product: [F:1][C:2]1[CH:3]=[C:4]2[C:8](=[CH:9][CH:10]=1)[NH:7][CH:6]=[C:5]2[CH2:11][CH2:12][CH2:13][N:14]([CH3:29])[CH:15]1[CH2:27][O:26][C:25]2[CH:24]=[CH:23][C:22]3[CH2:21][NH:20][C:19](=[O:28])[C:18]=3[C:17]=2[CH2:16]1. The catalyst class is: 2. (7) Reactant: [N+:1]([C:4]1[CH:5]=[C:6]2[C:10](=[CH:11][CH:12]=1)[N:9]([CH2:13][C:14]1[N:19]=[C:18]([C:20]([O:22]CC)=[O:21])[CH:17]=[CH:16][CH:15]=1)[CH:8]=[CH:7]2)([O-:3])=[O:2].[OH-].[Na+].C(O)C. Product: [N+:1]([C:4]1[CH:5]=[C:6]2[C:10](=[CH:11][CH:12]=1)[N:9]([CH2:13][C:14]1[N:19]=[C:18]([C:20]([OH:22])=[O:21])[CH:17]=[CH:16][CH:15]=1)[CH:8]=[CH:7]2)([O-:3])=[O:2]. The catalyst class is: 7.